Dataset: Reaction yield outcomes from USPTO patents with 853,638 reactions. Task: Predict the reaction yield, written as a fraction of the theoretical maximum amount of product (1.0 means a 100% yield; for example, 0.34 means a 34% yield). (1) The reactants are [CH3:1][C:2]1[N:3]=[CH:4][N:5]([C:7]2[CH:14]=[CH:13][C:12]([N+:15]([O-])=O)=[CH:11][C:8]=2[C:9]#[N:10])[CH:6]=1. The catalyst is C(OCC)(=O)C.[Pd]. The product is [NH2:15][C:12]1[CH:13]=[CH:14][C:7]([N:5]2[CH:6]=[C:2]([CH3:1])[N:3]=[CH:4]2)=[C:8]([CH:11]=1)[C:9]#[N:10]. The yield is 0.800. (2) The reactants are Br.[CH3:2][C:3]1[C:4]([C:25]2[CH:30]=[CH:29][CH:28]=[C:27]([C:31]([F:34])([F:33])[F:32])[CH:26]=2)=[N:5][C:6]2[C:11]([C:12]=1[C:13]([O:15]C)=[O:14])=[CH:10][C:9]([S:17]([CH:20]([CH3:22])[CH3:21])(=[O:19])=[O:18])=[C:8]([O:23]C)[CH:7]=2. The catalyst is C(O)(=O)C.O. The product is [OH:23][C:8]1[CH:7]=[C:6]2[C:11]([C:12]([C:13]([OH:15])=[O:14])=[C:3]([CH3:2])[C:4]([C:25]3[CH:30]=[CH:29][CH:28]=[C:27]([C:31]([F:33])([F:34])[F:32])[CH:26]=3)=[N:5]2)=[CH:10][C:9]=1[S:17]([CH:20]([CH3:22])[CH3:21])(=[O:19])=[O:18]. The yield is 0.940. (3) The reactants are [N+](=[CH:3][Si](C)(C)C)=[N-].[Br:8][C:9]1[C:17]2[C:12](=[N:13][CH:14]=[C:15]([C:18]3[CH:19]=[C:20]([CH:24]=[CH:25][CH:26]=3)[C:21]([OH:23])=[O:22])[CH:16]=2)[O:11][C:10]=1[C:27]1[CH:32]=[CH:31][C:30]([F:33])=[CH:29][CH:28]=1.C(Cl)Cl.C1COCC1. The catalyst is CO.CCOCC. The product is [Br:8][C:9]1[C:17]2[C:12](=[N:13][CH:14]=[C:15]([C:18]3[CH:19]=[C:20]([CH:24]=[CH:25][CH:26]=3)[C:21]([O:23][CH3:3])=[O:22])[CH:16]=2)[O:11][C:10]=1[C:27]1[CH:32]=[CH:31][C:30]([F:33])=[CH:29][CH:28]=1. The yield is 0.970. (4) The reactants are [CH3:1][C:2]1([CH3:15])[C:11]2[C:6](=[CH:7][C:8]([N+:12]([O-:14])=[O:13])=[CH:9][CH:10]=2)[NH:5][CH2:4][CH2:3]1.[CH3:16][C:17]([O:20][C:21](O[C:21]([O:20][C:17]([CH3:19])([CH3:18])[CH3:16])=[O:22])=[O:22])([CH3:19])[CH3:18]. No catalyst specified. The product is [C:17]([O:20][C:21]([N:5]1[C:6]2[C:11](=[CH:10][CH:9]=[C:8]([N+:12]([O-:14])=[O:13])[CH:7]=2)[C:2]([CH3:15])([CH3:1])[CH2:3][CH2:4]1)=[O:22])([CH3:19])([CH3:18])[CH3:16]. The yield is 0.220. (5) The reactants are [CH3:1][O:2][C:3]1[CH:4]=[C:5]2[C:10](=[CH:11][C:12]=1[O:13][CH3:14])[N:9]=[CH:8][CH:7]=[C:6]2[O:15][C:16]1[CH:22]=[CH:21][C:19]([NH2:20])=[C:18]([N+:23]([O-:25])=[O:24])[CH:17]=1.C(N(CC)CC)C.ClC(Cl)(O[C:37](=[O:43])OC(Cl)(Cl)Cl)Cl.[CH2:45]([N:47]([CH2:51][CH3:52])[CH2:48][CH2:49][NH2:50])[CH3:46]. The catalyst is C(Cl)(Cl)Cl.O. The product is [CH2:45]([N:47]([CH2:51][CH3:52])[CH2:48][CH2:49][NH:50][C:37]([NH:20][C:19]1[CH:21]=[CH:22][C:16]([O:15][C:6]2[C:5]3[C:10](=[CH:11][C:12]([O:13][CH3:14])=[C:3]([O:2][CH3:1])[CH:4]=3)[N:9]=[CH:8][CH:7]=2)=[CH:17][C:18]=1[N+:23]([O-:25])=[O:24])=[O:43])[CH3:46]. The yield is 0.460. (6) The reactants are [C:1]([O:5][C:6]([N:8]1[CH2:13][CH2:12][N:11]([CH:14]([C:17]2[CH:22]=[CH:21][CH:20]=[CH:19][C:18]=2[F:23])[CH2:15][NH2:16])[CH2:10][CH2:9]1)=[O:7])([CH3:4])([CH3:3])[CH3:2].Br[CH2:25][CH:26]([CH2:29][CH3:30])[CH2:27][CH3:28].C(=O)([O-])[O-].[K+].[K+]. The catalyst is CN(C=O)C.CCOC(C)=O.O. The product is [C:1]([O:5][C:6]([N:8]1[CH2:13][CH2:12][N:11]([CH:14]([C:17]2[CH:22]=[CH:21][CH:20]=[CH:19][C:18]=2[F:23])[CH2:15][NH:16][CH2:25][CH:26]([CH2:29][CH3:30])[CH2:27][CH3:28])[CH2:10][CH2:9]1)=[O:7])([CH3:4])([CH3:2])[CH3:3]. The yield is 0.590. (7) The reactants are CCN(CC)CC.[NH2:8][C:9]1[CH:10]=[C:11]([CH:17]=[CH:18][CH:19]=1)[C:12]([O:14]CC)=[O:13].N1P(Cl)(Cl)=NP(Cl)(Cl)=NP=1(Cl)Cl.[Br:32][C:33]1[C:34]([CH3:51])=[N:35][O:36][C:37]=1[NH:38][S:39]([C:42]1[CH:46]=[CH:45][S:44][C:43]=1[C:47](OC)=[O:48])(=[O:41])=[O:40]. The catalyst is C1COCC1.O. The product is [Br:32][C:33]1[C:34]([CH3:51])=[N:35][O:36][C:37]=1[NH:38][S:39]([C:42]1[CH:46]=[CH:45][S:44][C:43]=1[C:47]([NH:8][C:9]1[CH:19]=[CH:18][CH:17]=[C:11]([C:12]([OH:14])=[O:13])[CH:10]=1)=[O:48])(=[O:40])=[O:41]. The yield is 0.116. (8) The reactants are C[O:2][C:3]1[C:4]([CH2:18][CH2:19][CH:20]([CH3:22])[CH3:21])([C:14]([O:16][CH3:17])=[O:15])[C:5]2[C:10]([C:11](=[O:13])[CH:12]=1)=[CH:9][CH:8]=[CH:7][CH:6]=2.I[Si](C)(C)C. The catalyst is C(#N)C. The product is [CH3:21][CH:20]([CH3:22])[CH2:19][CH2:18][C:4]1([C:14]([O:16][CH3:17])=[O:15])[C:5]2[C:10](=[CH:9][CH:8]=[CH:7][CH:6]=2)[C:11](=[O:13])[CH2:12][C:3]1=[O:2]. The yield is 0.650. (9) The reactants are [NH2:1][C:2]1[C:7]([NH2:8])=[CH:6][CH:5]=[CH:4][N:3]=1.[C:9](O)(=[O:13])[C:10](O)=[O:11]. The catalyst is Cl. The product is [NH:8]1[C:10](=[O:11])[C:9](=[O:13])[NH:1][C:2]2[N:3]=[CH:4][CH:5]=[CH:6][C:7]1=2. The yield is 0.890.